Predict the reaction yield, written as a fraction of the theoretical maximum amount of product (1.0 means a 100% yield; for example, 0.34 means a 34% yield). From a dataset of Reaction yield outcomes from USPTO patents with 853,638 reactions. (1) The reactants are [CH3:1][C:2]1[C:6]([CH2:7][N:8]2[CH:12]=[C:11]([N:13]3[C:17](=[O:18])[N:16]([CH3:19])[NH:15][C:14]3=[O:20])[CH:10]=[N:9]2)=[C:5]([CH3:21])[O:4][N:3]=1.Br[CH2:23][CH2:24][O:25][C:26]1[CH:31]=[CH:30][CH:29]=[CH:28][CH:27]=1. No catalyst specified. The product is [CH3:1][C:2]1[C:6]([CH2:7][N:8]2[CH:12]=[C:11]([N:13]3[C:17](=[O:18])[N:16]([CH3:19])[N:15]([CH2:23][CH2:24][O:25][C:26]4[CH:31]=[CH:30][CH:29]=[CH:28][CH:27]=4)[C:14]3=[O:20])[CH:10]=[N:9]2)=[C:5]([CH3:21])[O:4][N:3]=1. The yield is 0.200. (2) The reactants are [NH2:1][C@H:2]([CH3:28])[CH2:3][N:4]1[C:8]2=[N:9][CH:10]=[N:11][C:12]([NH2:13])=[C:7]2[C:6]([C:14]2[CH:19]=[CH:18][C:17]([O:20][C:21]3[CH:26]=[CH:25][CH:24]=[CH:23][CH:22]=3)=[CH:16][C:15]=2[F:27])=[N:5]1.[C:29]([CH2:31][C:32](O)=[O:33])#[N:30].CN(C(ON1N=NC2C=CC=NC1=2)=[N+](C)C)C.F[P-](F)(F)(F)(F)F. The catalyst is CN(C=O)C. The product is [NH2:13][C:12]1[N:11]=[CH:10][N:9]=[C:8]2[N:4]([CH2:3][C@H:2]([NH:1][C:32](=[O:33])[CH2:31][C:29]#[N:30])[CH3:28])[N:5]=[C:6]([C:14]3[CH:19]=[CH:18][C:17]([O:20][C:21]4[CH:22]=[CH:23][CH:24]=[CH:25][CH:26]=4)=[CH:16][C:15]=3[F:27])[C:7]=12. The yield is 0.980.